From a dataset of Full USPTO retrosynthesis dataset with 1.9M reactions from patents (1976-2016). Predict the reactants needed to synthesize the given product. (1) Given the product [C:20]12([CH2:30][C:31]([NH:1][N:2]3[N:11]=[C:10]([C:12]4[CH:13]=[CH:14][C:15]([CH3:18])=[CH:16][CH:17]=4)[C:9]4[C:4](=[CH:5][CH:6]=[CH:7][CH:8]=4)[C:3]3=[O:19])=[O:32])[CH2:27][CH:26]3[CH2:25][CH:24]([CH2:23][CH:22]([CH2:28]3)[CH2:21]1)[CH2:29]2, predict the reactants needed to synthesize it. The reactants are: [NH2:1][N:2]1[N:11]=[C:10]([C:12]2[CH:17]=[CH:16][C:15]([CH3:18])=[CH:14][CH:13]=2)[C:9]2[C:4](=[CH:5][CH:6]=[CH:7][CH:8]=2)[C:3]1=[O:19].[C:20]12([CH2:30][C:31](O)=[O:32])[CH2:29][CH:24]3[CH2:25][CH:26]([CH2:28][CH:22]([CH2:23]3)[CH2:21]1)[CH2:27]2. (2) Given the product [CH3:20][C:9]1[CH:10]=[C:11]([O:13][CH:14]2[CH2:19][CH2:18][CH2:17][CH2:16][O:15]2)[CH:12]=[C:7]([B:28]2[O:29][C:30]([CH3:32])([CH3:31])[C:26]([CH3:42])([CH3:25])[O:27]2)[C:8]=1[CH:21]=[O:22], predict the reactants needed to synthesize it. The reactants are: FC(F)(F)S(O[C:7]1[CH:12]=[C:11]([O:13][CH:14]2[CH2:19][CH2:18][CH2:17][CH2:16][O:15]2)[CH:10]=[C:9]([CH3:20])[C:8]=1[CH:21]=[O:22])(=O)=O.[CH3:25][C:26]1([CH3:42])[C:30]([CH3:32])([CH3:31])[O:29][B:28]([B:28]2[O:29][C:30]([CH3:32])([CH3:31])[C:26]([CH3:42])([CH3:25])[O:27]2)[O:27]1.CC(O[K])=O. (3) Given the product [CH:1]1[N:9]([C@H:10]2[CH:14]=[CH:13][C@@H:12]([CH2:15][OH:16])[CH2:11]2)[C:8]2[N:7]=[C:6]([NH2:17])[N:5]=[C:4]([NH:18][CH:19]3[CH2:20][CH2:21]3)[C:3]=2[N:2]=1.[C:22]([O-:35])(=[O:34])/[CH:23]=[CH:24]/[C:25]1[CH:33]=[CH:32][C:30]([OH:31])=[C:27]([O:28][CH3:29])[CH:26]=1, predict the reactants needed to synthesize it. The reactants are: [CH:1]1[N:9]([C@H:10]2[CH:14]=[CH:13][C@@H:12]([CH2:15][OH:16])[CH2:11]2)[C:8]2[N:7]=[C:6]([NH2:17])[N:5]=[C:4]([NH:18][CH:19]3[CH2:21][CH2:20]3)[C:3]=2[N:2]=1.[C:22]([OH:35])(=[O:34])/[CH:23]=[CH:24]/[C:25]1[CH:33]=[CH:32][C:30]([OH:31])=[C:27]([O:28][CH3:29])[CH:26]=1. (4) Given the product [C:1]([O:4][C@@H:5]1[CH2:10][CH2:9][CH2:8][CH2:7][C@H:6]1[C:11]1[CH:16]=[CH:15][C:14]([B:23]2[O:27][C:26]([CH3:29])([CH3:28])[C:25]([CH3:31])([CH3:30])[O:24]2)=[CH:13][CH:12]=1)(=[O:3])[CH3:2], predict the reactants needed to synthesize it. The reactants are: [C:1]([O:4][C@@H:5]1[CH2:10][CH2:9][CH2:8][CH2:7][C@H:6]1[C:11]1[CH:16]=[CH:15][C:14](I)=[CH:13][CH:12]=1)(=[O:3])[CH3:2].C([O-])(=O)C.[K+].[B:23]1([B:23]2[O:27][C:26]([CH3:29])([CH3:28])[C:25]([CH3:31])([CH3:30])[O:24]2)[O:27][C:26]([CH3:29])([CH3:28])[C:25]([CH3:31])([CH3:30])[O:24]1.O.